Dataset: Blood-brain barrier permeability classification from the B3DB database. Task: Regression/Classification. Given a drug SMILES string, predict its absorption, distribution, metabolism, or excretion properties. Task type varies by dataset: regression for continuous measurements (e.g., permeability, clearance, half-life) or binary classification for categorical outcomes (e.g., BBB penetration, CYP inhibition). Dataset: b3db_classification. The drug is CNCC[C@@H](Oc1ccc(C(F)(F)F)cc1)c1ccccc1. The result is 1 (penetrates BBB).